The task is: Predict which catalyst facilitates the given reaction.. This data is from Catalyst prediction with 721,799 reactions and 888 catalyst types from USPTO. Reactant: C([O:3][C:4](=[O:36])[C:5]1[CH:10]=[CH:9][C:8]([O:11][CH2:12][CH2:13][CH2:14][NH:15][C:16](=[O:24])[C:17]2[CH:22]=[CH:21][C:20]([Cl:23])=[CH:19][CH:18]=2)=[C:7]([NH:25][C:26]([NH:28][C:29]2[CH:34]=[N:33][C:32]([CH3:35])=[CH:31][N:30]=2)=[O:27])[CH:6]=1)C.[OH-].[Na+].O.O1CCCC1. Product: [Cl:23][C:20]1[CH:19]=[CH:18][C:17]([C:16]([NH:15][CH2:14][CH2:13][CH2:12][O:11][C:8]2[CH:9]=[CH:10][C:5]([C:4]([OH:36])=[O:3])=[CH:6][C:7]=2[NH:25][C:26]([NH:28][C:29]2[CH:34]=[N:33][C:32]([CH3:35])=[CH:31][N:30]=2)=[O:27])=[O:24])=[CH:22][CH:21]=1. The catalyst class is: 5.